From a dataset of Reaction yield outcomes from USPTO patents with 853,638 reactions. Predict the reaction yield, written as a fraction of the theoretical maximum amount of product (1.0 means a 100% yield; for example, 0.34 means a 34% yield). (1) The catalyst is ClCCl. The reactants are [NH2:1][C:2]1[CH:34]=[CH:33][C:5]([O:6][C:7]2[CH:12]=[CH:11][N:10]=[C:9]3[N:13]([CH2:24][C:25]4[CH:30]=[CH:29][C:28]([O:31][CH3:32])=[CH:27][CH:26]=4)[N:14]=[C:15]([NH:16][CH:17]4[CH2:22][CH2:21][N:20]([CH3:23])[CH2:19][CH2:18]4)[C:8]=23)=[C:4]([F:35])[CH:3]=1.CCN(C(C)C)C(C)C.[C:45]1([C:54]2[CH:59]=[CH:58][CH:57]=[CH:56][CH:55]=2)[CH:50]=[CH:49][CH:48]=[C:47]([C:51](Cl)=[O:52])[CH:46]=1.C(=O)([O-])[O-].[Na+].[Na+]. The product is [F:35][C:4]1[CH:3]=[C:2]([NH:1][C:51]([C:47]2[CH:46]=[C:45]([C:54]3[CH:59]=[CH:58][CH:57]=[CH:56][CH:55]=3)[CH:50]=[CH:49][CH:48]=2)=[O:52])[CH:34]=[CH:33][C:5]=1[O:6][C:7]1[CH:12]=[CH:11][N:10]=[C:9]2[N:13]([CH2:24][C:25]3[CH:30]=[CH:29][C:28]([O:31][CH3:32])=[CH:27][CH:26]=3)[N:14]=[C:15]([NH:16][CH:17]3[CH2:22][CH2:21][N:20]([CH3:23])[CH2:19][CH2:18]3)[C:8]=12. The yield is 0.590. (2) The reactants are [CH2:1]([C@@H:8]1[CH2:12][O:11][C:10](=[O:13])[N:9]1[C:14](=[O:30])[C@H:15]([CH2:19][C:20]1[C:25]([Cl:26])=[CH:24][C:23]([O:27][CH3:28])=[CH:22][C:21]=1[Cl:29])[CH2:16][CH:17]=C)[C:2]1[CH:7]=[CH:6][CH:5]=[CH:4][CH:3]=1.[O:31]1CCCC1.C(O)(C)(C)C.I([O-])(=O)(=O)=O.[Na+]. The catalyst is [Os](=O)(=O)(=O)=O.O. The product is [CH2:1]([C@@H:8]1[CH2:12][O:11][C:10](=[O:13])[N:9]1[C:14](=[O:30])[CH:15]([CH2:19][C:20]1[C:25]([Cl:26])=[CH:24][C:23]([O:27][CH3:28])=[CH:22][C:21]=1[Cl:29])[CH2:16][CH:17]=[O:31])[C:2]1[CH:3]=[CH:4][CH:5]=[CH:6][CH:7]=1. The yield is 0.490. (3) The reactants are C(OC(=O)[NH:7][C@H:8]1[CH2:13][CH2:12][C@H:11]([CH2:14][CH2:15][N:16]2[CH2:21][CH2:20][CH:19]([O:22][C:23]3[CH:28]=[CH:27][C:26]([F:29])=[CH:25][CH:24]=3)[CH2:18][CH2:17]2)[CH2:10][CH2:9]1)(C)(C)C.[F:31][C:32]([F:37])([F:36])[C:33]([OH:35])=[O:34].C([O-])(O)=O.[Na+]. The catalyst is ClCCl. The product is [F:31][C:32]([F:37])([F:36])[C:33]([OH:35])=[O:34].[F:29][C:26]1[CH:25]=[CH:24][C:23]([O:22][CH:19]2[CH2:20][CH2:21][N:16]([CH2:15][CH2:14][C@H:11]3[CH2:12][CH2:13][C@H:8]([NH2:7])[CH2:9][CH2:10]3)[CH2:17][CH2:18]2)=[CH:28][CH:27]=1. The yield is 1.00. (4) The reactants are [Br:1][C:2]1[C:10]2[C:5](=[CH:6][CH:7]=[C:8]([C:11]#[N:12])[CH:9]=2)[NH:4][N:3]=1.O.C1(C)C=CC(S(O)(=O)=O)=CC=1.[O:25]1[CH:30]=[CH:29][CH2:28][CH2:27][CH2:26]1. The product is [Br:1][C:2]1[C:10]2[C:5](=[CH:6][CH:7]=[C:8]([C:11]#[N:12])[CH:9]=2)[N:4]([CH:26]2[CH2:27][CH2:28][CH2:29][CH2:30][O:25]2)[N:3]=1. The catalyst is O1CCCC1. The yield is 0.760. (5) The reactants are Cl[C:2]1[C:7]2[CH2:8][CH2:9][CH2:10][C:6]=2[N:5]=[C:4]([NH2:11])[N:3]=1.[CH3:12][O-:13].[Na+]. The catalyst is C1(C)C(C)=CC=CC=1.CO. The product is [CH3:12][O:13][C:2]1[C:7]2[CH2:8][CH2:9][CH2:10][C:6]=2[N:5]=[C:4]([NH2:11])[N:3]=1. The yield is 0.980. (6) The reactants are [CH3:1][O:2][C:3]([C:5]1[C:10](Cl)=[C:9]([NH:12][CH2:13][C:14]2[O:15][CH:16]=[CH:17][CH:18]=2)[CH:8]=[C:7]([C:19]2[CH:24]=[CH:23][C:22]([Cl:25])=[C:21]([O:26][CH3:27])[C:20]=2[F:28])[N:6]=1)=[O:4].[CH2:29]([O:31]/[CH:32]=[CH:33]\[Sn](CCCC)(CCCC)CCCC)[CH3:30].O. The catalyst is CN(C)C=O.CC(C)([P](C(C)(C)C)([Pd][P](C(C)(C)C)(C(C)(C)C)C(C)(C)C)C(C)(C)C)C. The product is [CH3:1][O:2][C:3]([C:5]1[C:10](/[CH:30]=[CH:29]\[O:31][CH2:32][CH3:33])=[C:9]([NH:12][CH2:13][C:14]2[O:15][CH:16]=[CH:17][CH:18]=2)[CH:8]=[C:7]([C:19]2[CH:24]=[CH:23][C:22]([Cl:25])=[C:21]([O:26][CH3:27])[C:20]=2[F:28])[N:6]=1)=[O:4]. The yield is 0.110.